From a dataset of Reaction yield outcomes from USPTO patents with 853,638 reactions. Predict the reaction yield, written as a fraction of the theoretical maximum amount of product (1.0 means a 100% yield; for example, 0.34 means a 34% yield). (1) The reactants are C([O:3][C:4]([C:6]1[CH2:11][CH2:10][CH2:9][CH2:8][C:7]=1[C:12]1[CH:17]=[CH:16][C:15]([NH:18][C:19](=[O:28])[C:20]2[C:25]([F:26])=[CH:24][CH:23]=[CH:22][C:21]=2[F:27])=[CH:14][CH:13]=1)=O)C.[H-].[H-].[H-].[H-].[Li+].[Al+3].[OH-].[Na+].O. The catalyst is C1COCC1. The product is [OH:3][CH2:4][C:6]1[CH2:11][CH2:10][CH2:9][CH2:8][C:7]=1[C:12]1[CH:17]=[CH:16][C:15]([NH:18][C:19](=[O:28])[C:20]2[C:25]([F:26])=[CH:24][CH:23]=[CH:22][C:21]=2[F:27])=[CH:14][CH:13]=1. The yield is 0.850. (2) The reactants are [CH3:1][C:2]1[N:7]=[C:6]([C:8]2[N:13]=[CH:12][C:11]3[CH:14]=[N:15][NH:16][C:10]=3[CH:9]=2)[CH:5]=[N:4][CH:3]=1.Br[C:18]1[N:23]=[C:22]([F:24])[C:21]([CH2:25][OH:26])=[CH:20][CH:19]=1.C(=O)([O-])[O-].[K+].[K+].CNCCNC. The catalyst is O1CCOCC1.[Cu]I. The product is [F:24][C:22]1[C:21]([CH2:25][OH:26])=[CH:20][CH:19]=[C:18]([N:16]2[C:10]3[CH:9]=[C:8]([C:6]4[CH:5]=[N:4][CH:3]=[C:2]([CH3:1])[N:7]=4)[N:13]=[CH:12][C:11]=3[CH:14]=[N:15]2)[N:23]=1. The yield is 0.120. (3) The reactants are [C:1]([O:5][C:6]([N:8]1[CH2:13][CH2:12][C:11](=[CH:14][C:15]([O:17][CH3:18])=[O:16])[CH2:10][CH2:9]1)=[O:7])([CH3:4])([CH3:3])[CH3:2].CN(C)C(=N)N(C)C.[N+:27]([CH3:30])([O-:29])=[O:28]. The catalyst is C(OCC)(=O)C. The product is [C:1]([O:5][C:6]([N:8]1[CH2:13][CH2:12][C:11]([CH2:14][C:15]([O:17][CH3:18])=[O:16])([CH2:30][N+:27]([O-:29])=[O:28])[CH2:10][CH2:9]1)=[O:7])([CH3:4])([CH3:3])[CH3:2]. The yield is 0.420.